From a dataset of Reaction yield outcomes from USPTO patents with 853,638 reactions. Predict the reaction yield, written as a fraction of the theoretical maximum amount of product (1.0 means a 100% yield; for example, 0.34 means a 34% yield). (1) The reactants are [H-].[Al+3].[Li+].[H-].[H-].[H-].[C:7]1([NH:13][CH2:14][C:15]2[CH:22]=[CH:21][C:18]([C:19]#[N:20])=[CH:17][CH:16]=2)[CH:12]=[CH:11][CH:10]=[CH:9][CH:8]=1.O. The catalyst is O1CCCC1. The product is [NH2:20][CH2:19][C:18]1[CH:21]=[CH:22][C:15]([CH2:14][NH:13][C:7]2[CH:12]=[CH:11][CH:10]=[CH:9][CH:8]=2)=[CH:16][CH:17]=1. The yield is 0.970. (2) The reactants are [CH3:1][CH:2]([CH3:22])[CH2:3][C@@H:4]([C:6]1[CH:11]=[CH:10][C:9]([C:12]2[CH:17]=[CH:16][C:15]([C:18]([F:21])([F:20])[F:19])=[CH:14][N:13]=2)=[CH:8][CH:7]=1)[NH2:5].F[C:24]1[CH:33]=[CH:32][C:27]([C:28]([O:30][CH3:31])=[O:29])=[CH:26][N:25]=1.P([O-])([O-])([O-])=O.[K+].[K+].[K+]. No catalyst specified. The product is [CH3:1][CH:2]([CH3:22])[CH2:3][C@H:4]([NH:5][C:24]1[CH:33]=[CH:32][C:27]([C:28]([O:30][CH3:31])=[O:29])=[CH:26][N:25]=1)[C:6]1[CH:7]=[CH:8][C:9]([C:12]2[CH:17]=[CH:16][C:15]([C:18]([F:21])([F:19])[F:20])=[CH:14][N:13]=2)=[CH:10][CH:11]=1. The yield is 0.620. (3) The reactants are [N:1]1([C:7]([O:9][C:10]([CH3:13])([CH3:12])[CH3:11])=[O:8])[CH2:6][CH2:5][NH:4][CH2:3][CH2:2]1.C(=O)([O-])[O-].[K+].[K+].Br[CH2:21][C:22]#[N:23]. The catalyst is CN(C)C=O. The product is [C:22]([CH2:21][N:4]1[CH2:5][CH2:6][N:1]([C:7]([O:9][C:10]([CH3:13])([CH3:12])[CH3:11])=[O:8])[CH2:2][CH2:3]1)#[N:23]. The yield is 0.300. (4) The reactants are [Br:1][C:2]1[CH:3]=[C:4]([C:15]([F:18])([F:17])[F:16])[C:5]2[N:6]([C:8]([Cl:14])=[C:9]([C:11]([OH:13])=O)[N:10]=2)[CH:7]=1.[S:19]1[CH:23]=[CH:22][CH:21]=[C:20]1[CH2:24][NH2:25].C(N(CC)C(C)C)(C)C.C1CN([P+](Br)(N2CCCC2)N2CCCC2)CC1.F[P-](F)(F)(F)(F)F. The catalyst is CN(C=O)C.CCOC(C)=O. The product is [S:19]1[CH:23]=[CH:22][CH:21]=[C:20]1[CH2:24][NH:25][C:11]([C:9]1[N:10]=[C:5]2[C:4]([C:15]([F:18])([F:17])[F:16])=[CH:3][C:2]([Br:1])=[CH:7][N:6]2[C:8]=1[Cl:14])=[O:13]. The yield is 0.780.